Task: Predict the reactants needed to synthesize the given product.. Dataset: Full USPTO retrosynthesis dataset with 1.9M reactions from patents (1976-2016) (1) The reactants are: CCOCC.Cl[C:7]1[N:12]=[CH:11][C:10]([C:13]([F:16])([F:15])[F:14])=[C:9]([Cl:17])[N:8]=1.[NH2:18][C:19]1[CH:33]=[CH:32][C:22]([CH2:23][P:24](=[O:31])([O:28][CH2:29][CH3:30])[O:25][CH2:26][CH3:27])=[CH:21][C:20]=1[Br:34].C(N(C(C)C)CC)(C)C. Given the product [Br:34][C:20]1[CH:21]=[C:22]([CH:32]=[CH:33][C:19]=1[NH:18][C:7]1[N:8]=[C:9]([Cl:17])[C:10]([C:13]([F:16])([F:15])[F:14])=[CH:11][N:12]=1)[CH2:23][P:24](=[O:31])([O:28][CH2:29][CH3:30])[O:25][CH2:26][CH3:27], predict the reactants needed to synthesize it. (2) Given the product [C:1]([NH:12][NH2:13])(=[O:10])[CH2:2][CH2:3][CH:4]=[CH:5][CH:6]=[CH:7][CH3:8], predict the reactants needed to synthesize it. The reactants are: [C:1]([O:10]C)(=O)[CH2:2][CH2:3][CH:4]=[CH:5][CH:6]=[CH:7][CH3:8].[NH2:12][NH2:13]. (3) Given the product [C:1]([NH:6][CH:7]1[CH2:13][CH:10]([CH2:11][OH:12])[CH:9]=[CH:8]1)(=[O:5])[CH2:2][CH2:3][CH3:4], predict the reactants needed to synthesize it. The reactants are: [C:1]([N:6]1[C:11](=[O:12])[CH:10]2[CH2:13][CH:7]1[CH:8]=[CH:9]2)(=[O:5])[CH2:2][CH2:3][CH3:4].[BH4-].[Na+].S(=O)(=O)(O)O.C(OCC)(=O)C. (4) Given the product [F:41][C:40]([F:43])([F:42])[C:38]([OH:44])=[O:39].[NH:19]1[CH2:20][CH2:21][CH2:22][CH:18]1[C:14]1[C:15]2[C:10](=[CH:9][C:8]([S:5]([O:4][C:3]3[C:2]([F:1])=[C:33]([F:34])[C:32]([F:35])=[C:31]([F:36])[C:30]=3[F:37])(=[O:6])=[O:7])=[CH:17][CH:16]=2)[CH:11]=[CH:12][N:13]=1, predict the reactants needed to synthesize it. The reactants are: [F:1][C:2]1[C:33]([F:34])=[C:32]([F:35])[C:31]([F:36])=[C:30]([F:37])[C:3]=1[O:4][S:5]([C:8]1[CH:9]=[C:10]2[C:15](=[CH:16][CH:17]=1)[C:14]([CH:18]1[CH2:22][CH2:21][CH2:20][N:19]1C(OC(C)(C)C)=O)=[N:13][CH:12]=[CH:11]2)(=[O:7])=[O:6].[C:38]([OH:44])([C:40]([F:43])([F:42])[F:41])=[O:39]. (5) Given the product [ClH:33].[F:1][C:2]1[CH:3]=[CH:4][C:5]([C:8]2[C:12]3[N:13]=[CH:14][N:15]([CH2:18][C:19]4([OH:32])[CH2:24][CH2:23][NH:22][CH2:21][CH2:20]4)[C:16](=[O:17])[C:11]=3[S:10][CH:9]=2)=[CH:6][CH:7]=1, predict the reactants needed to synthesize it. The reactants are: [F:1][C:2]1[CH:7]=[CH:6][C:5]([C:8]2[C:12]3[N:13]=[CH:14][N:15]([CH2:18][C:19]4([OH:32])[CH2:24][CH2:23][N:22](C(OC(C)(C)C)=O)[CH2:21][CH2:20]4)[C:16](=[O:17])[C:11]=3[S:10][CH:9]=2)=[CH:4][CH:3]=1.[ClH:33]. (6) Given the product [NH2:1][C:2]1[C:11]([F:12])=[C:10]([F:13])[C:9]2[O:14][CH2:15][C@H:16]([CH3:17])[N:7]3[C:8]=2[C:3]=1[C:4](=[O:21])[C:5]([C:18]#[N:20])=[CH:6]3, predict the reactants needed to synthesize it. The reactants are: [NH2:1][C:2]1[C:11]([F:12])=[C:10]([F:13])[C:9]2[O:14][CH2:15][C@H:16]([CH3:17])[N:7]3[C:8]=2[C:3]=1[C:4](=[O:21])[C:5]([C:18]([NH2:20])=O)=[CH:6]3.C(N(CC)CC)C.O=P(Cl)(Cl)Cl.N#N. (7) Given the product [CH2:16]([NH:15][S:12]([C:4]1[CH:3]=[C:2]([C:22]2[CH:23]=[CH:24][CH:25]=[C:20]([S:26]([NH:29][C:6]([CH3:10])([CH3:7])[CH3:5])(=[O:28])=[O:27])[CH:21]=2)[C:7]([O:8][CH3:9])=[C:6]([CH:10]=[O:11])[CH:5]=1)(=[O:14])=[O:13])[CH2:17][CH2:18][CH3:19], predict the reactants needed to synthesize it. The reactants are: Br[C:2]1[CH:3]=[C:4]([S:12]([NH:15][CH2:16][CH2:17][CH2:18][CH3:19])(=[O:14])=[O:13])[CH:5]=[C:6]([CH:10]=[O:11])[C:7]=1[O:8][CH3:9].[C:20]1([S:26]([NH2:29])(=[O:28])=[O:27])[CH:25]=[CH:24][CH:23]=[CH:22][CH:21]=1.